This data is from NCI-60 drug combinations with 297,098 pairs across 59 cell lines. The task is: Regression. Given two drug SMILES strings and cell line genomic features, predict the synergy score measuring deviation from expected non-interaction effect. (1) Drug 1: C1CCN(CC1)CCOC2=CC=C(C=C2)C(=O)C3=C(SC4=C3C=CC(=C4)O)C5=CC=C(C=C5)O. Drug 2: CC1=C(N=C(N=C1N)C(CC(=O)N)NCC(C(=O)N)N)C(=O)NC(C(C2=CN=CN2)OC3C(C(C(C(O3)CO)O)O)OC4C(C(C(C(O4)CO)O)OC(=O)N)O)C(=O)NC(C)C(C(C)C(=O)NC(C(C)O)C(=O)NCCC5=NC(=CS5)C6=NC(=CS6)C(=O)NCCC[S+](C)C)O. Cell line: OVCAR-5. Synergy scores: CSS=-1.33, Synergy_ZIP=0.790, Synergy_Bliss=0.220, Synergy_Loewe=-2.09, Synergy_HSA=-1.62. (2) Synergy scores: CSS=25.3, Synergy_ZIP=0.529, Synergy_Bliss=-0.695, Synergy_Loewe=-5.23, Synergy_HSA=-0.526. Cell line: UO-31. Drug 2: CC1=C(C=C(C=C1)C(=O)NC2=CC(=CC(=C2)C(F)(F)F)N3C=C(N=C3)C)NC4=NC=CC(=N4)C5=CN=CC=C5. Drug 1: C1=NC2=C(N1)C(=S)N=C(N2)N.